Task: Regression. Given two drug SMILES strings and cell line genomic features, predict the synergy score measuring deviation from expected non-interaction effect.. Dataset: NCI-60 drug combinations with 297,098 pairs across 59 cell lines (1) Drug 1: C1=C(C(=O)NC(=O)N1)N(CCCl)CCCl. Drug 2: C1CCC(C(C1)N)N.C(=O)(C(=O)[O-])[O-].[Pt+4]. Cell line: K-562. Synergy scores: CSS=48.4, Synergy_ZIP=1.83, Synergy_Bliss=1.17, Synergy_Loewe=4.55, Synergy_HSA=4.69. (2) Drug 1: CC1=C(C(CCC1)(C)C)C=CC(=CC=CC(=CC(=O)O)C)C. Drug 2: CC1CCCC2(C(O2)CC(NC(=O)CC(C(C(=O)C(C1O)C)(C)C)O)C(=CC3=CSC(=N3)C)C)C. Cell line: MDA-MB-435. Synergy scores: CSS=68.3, Synergy_ZIP=1.62, Synergy_Bliss=1.01, Synergy_Loewe=-24.8, Synergy_HSA=2.09. (3) Drug 1: COC1=C(C=C2C(=C1)N=CN=C2NC3=CC(=C(C=C3)F)Cl)OCCCN4CCOCC4. Drug 2: C1C(C(OC1N2C=NC3=C2NC=NCC3O)CO)O. Cell line: CAKI-1. Synergy scores: CSS=47.8, Synergy_ZIP=-6.18, Synergy_Bliss=-4.99, Synergy_Loewe=-12.3, Synergy_HSA=-0.688. (4) Drug 1: CC1C(C(CC(O1)OC2CC(OC(C2O)C)OC3=CC4=CC5=C(C(=O)C(C(C5)C(C(=O)C(C(C)O)O)OC)OC6CC(C(C(O6)C)O)OC7CC(C(C(O7)C)O)OC8CC(C(C(O8)C)O)(C)O)C(=C4C(=C3C)O)O)O)O. Cell line: OVCAR-4. Drug 2: COCCOC1=C(C=C2C(=C1)C(=NC=N2)NC3=CC=CC(=C3)C#C)OCCOC.Cl. Synergy scores: CSS=37.0, Synergy_ZIP=2.58, Synergy_Bliss=3.23, Synergy_Loewe=0.792, Synergy_HSA=0.816. (5) Drug 1: CC12CCC(CC1=CCC3C2CCC4(C3CC=C4C5=CN=CC=C5)C)O. Drug 2: CCC1(CC2CC(C3=C(CCN(C2)C1)C4=CC=CC=C4N3)(C5=C(C=C6C(=C5)C78CCN9C7C(C=CC9)(C(C(C8N6C)(C(=O)OC)O)OC(=O)C)CC)OC)C(=O)OC)O.OS(=O)(=O)O. Cell line: NCI-H522. Synergy scores: CSS=41.8, Synergy_ZIP=2.81, Synergy_Bliss=4.70, Synergy_Loewe=-18.3, Synergy_HSA=4.69. (6) Drug 1: CN1CCC(CC1)COC2=C(C=C3C(=C2)N=CN=C3NC4=C(C=C(C=C4)Br)F)OC. Drug 2: CC1=C2C(C(=O)C3(C(CC4C(C3C(C(C2(C)C)(CC1OC(=O)C(C(C5=CC=CC=C5)NC(=O)C6=CC=CC=C6)O)O)OC(=O)C7=CC=CC=C7)(CO4)OC(=O)C)O)C)OC(=O)C. Cell line: HCT-15. Synergy scores: CSS=20.5, Synergy_ZIP=3.58, Synergy_Bliss=6.49, Synergy_Loewe=6.65, Synergy_HSA=7.85. (7) Drug 1: CCC1=CC2CC(C3=C(CN(C2)C1)C4=CC=CC=C4N3)(C5=C(C=C6C(=C5)C78CCN9C7C(C=CC9)(C(C(C8N6C)(C(=O)OC)O)OC(=O)C)CC)OC)C(=O)OC.C(C(C(=O)O)O)(C(=O)O)O. Drug 2: C1C(C(OC1N2C=C(C(=O)NC2=O)F)CO)O. Cell line: ACHN. Synergy scores: CSS=29.7, Synergy_ZIP=-14.8, Synergy_Bliss=-15.1, Synergy_Loewe=-14.0, Synergy_HSA=-9.40. (8) Drug 1: CC(CN1CC(=O)NC(=O)C1)N2CC(=O)NC(=O)C2. Drug 2: C1CCC(CC1)NC(=O)N(CCCl)N=O. Cell line: SK-MEL-5. Synergy scores: CSS=18.4, Synergy_ZIP=-3.66, Synergy_Bliss=6.57, Synergy_Loewe=2.07, Synergy_HSA=4.51.